This data is from Peptide-MHC class I binding affinity with 185,985 pairs from IEDB/IMGT. The task is: Regression. Given a peptide amino acid sequence and an MHC pseudo amino acid sequence, predict their binding affinity value. This is MHC class I binding data. (1) The peptide sequence is HAPWTQMAM. The MHC is HLA-B40:01 with pseudo-sequence HLA-B40:01. The binding affinity (normalized) is 0.0847. (2) The peptide sequence is GIVQQQQQL. The MHC is HLA-A02:02 with pseudo-sequence HLA-A02:02. The binding affinity (normalized) is 0.374. (3) The peptide sequence is ILGVFRRPF. The MHC is HLA-B15:01 with pseudo-sequence HLA-B15:01. The binding affinity (normalized) is 0.492. (4) The peptide sequence is YAEGDVVVF. The MHC is HLA-B44:02 with pseudo-sequence HLA-B44:02. The binding affinity (normalized) is 0.0847.